Dataset: NCI-60 drug combinations with 297,098 pairs across 59 cell lines. Task: Regression. Given two drug SMILES strings and cell line genomic features, predict the synergy score measuring deviation from expected non-interaction effect. (1) Drug 1: C1=CC(=C2C(=C1NCCNCCO)C(=O)C3=C(C=CC(=C3C2=O)O)O)NCCNCCO. Drug 2: CC1=CC2C(CCC3(C2CCC3(C(=O)C)OC(=O)C)C)C4(C1=CC(=O)CC4)C. Cell line: NCIH23. Synergy scores: CSS=53.6, Synergy_ZIP=1.15, Synergy_Bliss=-1.40, Synergy_Loewe=-58.8, Synergy_HSA=-3.10. (2) Drug 1: CC1=C(C=C(C=C1)C(=O)NC2=CC(=CC(=C2)C(F)(F)F)N3C=C(N=C3)C)NC4=NC=CC(=N4)C5=CN=CC=C5. Drug 2: C1CN(P(=O)(OC1)NCCCl)CCCl. Cell line: U251. Synergy scores: CSS=-3.52, Synergy_ZIP=4.75, Synergy_Bliss=2.14, Synergy_Loewe=-3.12, Synergy_HSA=-3.55. (3) Drug 1: CC1C(C(CC(O1)OC2CC(CC3=C2C(=C4C(=C3O)C(=O)C5=C(C4=O)C(=CC=C5)OC)O)(C(=O)C)O)N)O.Cl. Drug 2: C#CCC(CC1=CN=C2C(=N1)C(=NC(=N2)N)N)C3=CC=C(C=C3)C(=O)NC(CCC(=O)O)C(=O)O. Cell line: K-562. Synergy scores: CSS=28.2, Synergy_ZIP=-17.0, Synergy_Bliss=-19.1, Synergy_Loewe=-25.7, Synergy_HSA=-17.5. (4) Drug 1: CC12CCC(CC1=CCC3C2CCC4(C3CC=C4C5=CN=CC=C5)C)O. Drug 2: CC1=CC=C(C=C1)C2=CC(=NN2C3=CC=C(C=C3)S(=O)(=O)N)C(F)(F)F. Cell line: M14. Synergy scores: CSS=3.61, Synergy_ZIP=0.966, Synergy_Bliss=4.26, Synergy_Loewe=2.11, Synergy_HSA=2.99. (5) Drug 1: C1CCC(C1)C(CC#N)N2C=C(C=N2)C3=C4C=CNC4=NC=N3. Drug 2: CC1=C2C(C(=O)C3(C(CC4C(C3C(C(C2(C)C)(CC1OC(=O)C(C(C5=CC=CC=C5)NC(=O)OC(C)(C)C)O)O)OC(=O)C6=CC=CC=C6)(CO4)OC(=O)C)O)C)O. Cell line: SW-620. Synergy scores: CSS=54.6, Synergy_ZIP=15.7, Synergy_Bliss=16.0, Synergy_Loewe=-1.88, Synergy_HSA=15.6. (6) Synergy scores: CSS=21.8, Synergy_ZIP=-1.02, Synergy_Bliss=-0.827, Synergy_Loewe=4.76, Synergy_HSA=2.55. Cell line: T-47D. Drug 2: CCN(CC)CCCC(C)NC1=C2C=C(C=CC2=NC3=C1C=CC(=C3)Cl)OC. Drug 1: CC(C)(C#N)C1=CC(=CC(=C1)CN2C=NC=N2)C(C)(C)C#N. (7) Drug 1: CCC1=CC2CC(C3=C(CN(C2)C1)C4=CC=CC=C4N3)(C5=C(C=C6C(=C5)C78CCN9C7C(C=CC9)(C(C(C8N6C)(C(=O)OC)O)OC(=O)C)CC)OC)C(=O)OC.C(C(C(=O)O)O)(C(=O)O)O. Drug 2: C#CCC(CC1=CN=C2C(=N1)C(=NC(=N2)N)N)C3=CC=C(C=C3)C(=O)NC(CCC(=O)O)C(=O)O. Cell line: SW-620. Synergy scores: CSS=56.0, Synergy_ZIP=1.05, Synergy_Bliss=2.65, Synergy_Loewe=-10.4, Synergy_HSA=4.97.